The task is: Predict the product of the given reaction.. This data is from Forward reaction prediction with 1.9M reactions from USPTO patents (1976-2016). (1) Given the reactants [CH3:1][C:2]1[CH:10]=[CH:9][C:5]([C:6](O)=[O:7])=[CH:4][C:3]=1[B:11]1[O:15][C:14]([CH3:17])([CH3:16])[C:13]([CH3:19])([CH3:18])[O:12]1.[I-].[CH2:21]([N:23]=C=NCCC[N+](C)(C)C)[CH3:22].ON1C2N=CC=CC=2N=N1.C(N)C, predict the reaction product. The product is: [CH2:21]([NH:23][C:6](=[O:7])[C:5]1[CH:9]=[CH:10][C:2]([CH3:1])=[C:3]([B:11]2[O:15][C:14]([CH3:17])([CH3:16])[C:13]([CH3:19])([CH3:18])[O:12]2)[CH:4]=1)[CH3:22]. (2) Given the reactants [Br:1][C:2]1[CH:3]=[CH:4][C:5]2[N:6]([CH:8]=[CH:9][N:10]=2)[CH:7]=1.C(OC(OCC)CBr)C, predict the reaction product. The product is: [Br:1][C:2]1[CH:3]=[CH:4][C:5]2[N:6]([CH:8]=[CH:9][N:10]=2)[CH:7]=1.[NH2:10][C:5]1[CH:4]=[CH:3][C:2]([Br:1])=[CH:7][N:6]=1. (3) The product is: [Br:1][C:2]12[C:29]3[C:24](=[CH:25][CH:26]=[CH:27][CH:28]=3)[CH2:10][O:13][CH2:16][C:17]3[C:22](=[CH:21][CH:20]=[CH:19][CH:18]=3)[C:4](=[C:5]([CH:7]=[CH:8]1)[OH:6])[CH:3]2[OH:9]. Given the reactants [Br:1][C:2]1[CH:8]=[CH:7][C:5]([OH:6])=[CH:4][C:3]=1[OH:9].[C:10]([O-:13])([O-])=O.[K+].[K+].[CH2:16](Br)[C:17]1[CH:22]=[CH:21][CH:20]=[CH:19][CH:18]=1.[C:24]1(O)[CH:29]=[CH:28][CH:27]=[CH:26][CH:25]=1, predict the reaction product. (4) Given the reactants [CH3:1][S:2]([C:5]1[CH:10]=[CH:9][C:8]([CH:11]=[CH:12][C:13]([OH:15])=O)=[CH:7][CH:6]=1)(=[O:4])=[O:3].S(Cl)(Cl)=O.[CH3:20][N:21]1[C@@H:25]([CH3:26])[C@@H:24]([C:27]2[CH:32]=[CH:31][CH:30]=[CH:29][CH:28]=2)[NH:23][C:22]1=[O:33], predict the reaction product. The product is: [CH3:1][S:2]([C:5]1[CH:6]=[CH:7][C:8](/[CH:11]=[CH:12]/[C:13]([N:23]2[C@H:24]([C:27]3[CH:32]=[CH:31][CH:30]=[CH:29][CH:28]=3)[C@H:25]([CH3:26])[N:21]([CH3:20])[C:22]2=[O:33])=[O:15])=[CH:9][CH:10]=1)(=[O:3])=[O:4].